This data is from Full USPTO retrosynthesis dataset with 1.9M reactions from patents (1976-2016). The task is: Predict the reactants needed to synthesize the given product. (1) Given the product [CH2:1]([CH:3]([CH2:7][C:8]1[CH:13]=[CH:12][C:11]([O:14][CH3:15])=[C:10]([CH2:16][C:17](=[O:29])[NH:18][C:19]2[CH:20]=[CH:21][C:22]([C:25]([F:27])([F:26])[F:28])=[CH:23][CH:24]=2)[CH:9]=1)[C:4]([N:58]1[C@@H:57]([CH2:50][C:51]2[CH:52]=[CH:53][CH:54]=[CH:55][CH:56]=2)[CH2:61][O:60][C:59]1=[O:62])=[O:5])[CH3:2], predict the reactants needed to synthesize it. The reactants are: [CH2:1]([CH:3]([CH2:7][C:8]1[CH:13]=[CH:12][C:11]([O:14][CH3:15])=[C:10]([CH2:16][C:17](=[O:29])[NH:18][C:19]2[CH:24]=[CH:23][C:22]([C:25]([F:28])([F:27])[F:26])=[CH:21][CH:20]=2)[CH:9]=1)[C:4](O)=[O:5])[CH3:2].C(N(CC)CC)C.C(Cl)(=O)C(C)(C)C.CC(C)([O-])C.[K+].[CH2:50]([C@H:57]1[CH2:61][O:60][C:59](=[O:62])[NH:58]1)[C:51]1[CH:56]=[CH:55][CH:54]=[CH:53][CH:52]=1. (2) The reactants are: [OH:1][CH2:2][CH:3]1[CH2:8][CH2:7][CH:6]([C:9]([O:11][CH2:12][CH3:13])=[O:10])[CH2:5][CH2:4]1.N1C=CN=C1.[CH3:19][C:20]([Si:23](Cl)([CH3:25])[CH3:24])([CH3:22])[CH3:21]. Given the product [Si:23]([O:1][CH2:2][CH:3]1[CH2:4][CH2:5][CH:6]([C:9]([O:11][CH2:12][CH3:13])=[O:10])[CH2:7][CH2:8]1)([C:20]([CH3:22])([CH3:21])[CH3:19])([CH3:25])[CH3:24], predict the reactants needed to synthesize it.